Dataset: Forward reaction prediction with 1.9M reactions from USPTO patents (1976-2016). Task: Predict the product of the given reaction. (1) Given the reactants [Br:1][C:2]1[C:3](=[O:17])[NH:4][C:5](=[O:16])[N:6]([CH2:8]CC2C=CC=CC=2)[N:7]=1.CI, predict the reaction product. The product is: [Br:1][C:2]1[C:3](=[O:17])[NH:4][C:5](=[O:16])[N:6]([CH3:8])[N:7]=1. (2) Given the reactants [CH3:1][O:2][C:3]1[CH:8]=[CH:7][C:6]([CH3:9])=[CH:5][C:4]=1[CH:10]([C:24]1[CH:29]=[CH:28][CH:27]=[CH:26][CH:25]=1)[CH2:11][CH2:12]OS(C1C=CC(C)=CC=1)(=O)=O.[CH2:30]([N:37]1[CH2:42][CH:41]2[CH:39](N2N)[CH2:38]1)[C:31]1[CH:36]=[CH:35][CH:34]=[CH:33][CH:32]=1.[CH2:44]([N:46](CC)CC)C, predict the reaction product. The product is: [CH2:30]([N:37]1[CH2:42][CH:41]2[CH:39]([CH:44]2[NH:46][CH2:12][CH2:11][CH:10]([C:4]2[CH:5]=[C:6]([CH3:9])[CH:7]=[CH:8][C:3]=2[O:2][CH3:1])[C:24]2[CH:25]=[CH:26][CH:27]=[CH:28][CH:29]=2)[CH2:38]1)[C:31]1[CH:36]=[CH:35][CH:34]=[CH:33][CH:32]=1. (3) Given the reactants S(Cl)(Cl)=O.[C:5]([O:8][CH2:9][C:10]([CH3:40])([CH3:39])[CH2:11][N:12]1[C:18]2[CH:19]=[CH:20][C:21]([Cl:23])=[CH:22][C:17]=2[C@@H:16]([C:24]2[CH:29]=[CH:28][CH:27]=[C:26]([O:30][CH3:31])[C:25]=2[O:32][CH3:33])[O:15][C@H:14]([CH2:34][C:35](O)=[O:36])[C:13]1=[O:38])(=[O:7])[CH3:6].Cl.[NH2:42][C:43]1[C:44]([CH3:53])=[C:45]([CH:50]=[CH:51][CH:52]=1)[C:46]([O:48][CH3:49])=[O:47].C(N(CC)CC)C, predict the reaction product. The product is: [C:5]([O:8][CH2:9][C:10]([CH3:39])([CH3:40])[CH2:11][N:12]1[C:18]2[CH:19]=[CH:20][C:21]([Cl:23])=[CH:22][C:17]=2[C@@H:16]([C:24]2[CH:29]=[CH:28][CH:27]=[C:26]([O:30][CH3:31])[C:25]=2[O:32][CH3:33])[O:15][C@H:14]([CH2:34][C:35]([NH:42][C:43]2[C:44]([CH3:53])=[C:45]([CH:50]=[CH:51][CH:52]=2)[C:46]([O:48][CH3:49])=[O:47])=[O:36])[C:13]1=[O:38])(=[O:7])[CH3:6]. (4) Given the reactants [CH3:1][O:2][C:3]1[CH:4]=[C:5]2[C:10](=[CH:11][CH:12]=1)[C:9]([O:13][C@H:14]1[CH2:18][N:17](C(OC(C)(C)C)=O)[C@H:16]([C:26](=[O:43])[NH:27][C@:28]3([C:33](=[O:42])[NH:34][S:35]([C:38]4([CH3:41])[CH2:40][CH2:39]4)(=[O:37])=[O:36])[CH2:30][C@H:29]3[CH:31]=[CH2:32])[CH2:15]1)=[N:8][CH:7]=[CH:6]2.Cl, predict the reaction product. The product is: [CH3:1][O:2][C:3]1[CH:4]=[C:5]2[C:10](=[CH:11][CH:12]=1)[C:9]([O:13][C@H:14]1[CH2:18][NH:17][C@H:16]([C:26]([NH:27][C@:28]3([C:33](=[O:42])[NH:34][S:35]([C:38]4([CH3:41])[CH2:39][CH2:40]4)(=[O:37])=[O:36])[CH2:30][C@H:29]3[CH:31]=[CH2:32])=[O:43])[CH2:15]1)=[N:8][CH:7]=[CH:6]2. (5) Given the reactants Br[CH2:2][C:3]1[N:8]([CH3:9])[C:7](=[O:10])[N:6]([CH3:11])[C:5](=[O:12])[C:4]=1[C:13](=O)[C:14]1[CH:19]=[CH:18][CH:17]=[C:16]([Cl:20])[CH:15]=1.[NH2:22][CH2:23][C@@H:24]([OH:27])[CH2:25][OH:26].C(N(CC)CC)C, predict the reaction product. The product is: [Cl:20][C:16]1[CH:15]=[C:14]([C:13]2[N:22]([CH2:23][C@@H:24]([OH:27])[CH2:25][OH:26])[CH:2]=[C:3]3[C:4]=2[C:5](=[O:12])[N:6]([CH3:11])[C:7](=[O:10])[N:8]3[CH3:9])[CH:19]=[CH:18][CH:17]=1. (6) Given the reactants C(=O)([O-])[O-].[Cs+].[Cs+].C(OC([N:14]1[C:18]2[CH:19]=[CH:20][CH:21]=[CH:22][C:17]=2[N:16]=[C:15]1Cl)=O)(C)(C)C.[CH3:24][O:25][C:26]1[CH:31]=[CH:30][CH:29]=[CH:28][C:27]=1[OH:32], predict the reaction product. The product is: [CH3:24][O:25][C:26]1[CH:31]=[CH:30][CH:29]=[CH:28][C:27]=1[O:32][C:15]1[NH:14][C:18]2[CH:19]=[CH:20][CH:21]=[CH:22][C:17]=2[N:16]=1. (7) Given the reactants [CH3:1][C:2]1[N:6]=[C:5]([C:7]2[C:8]([C:13]([OH:15])=O)=[N:9][CH:10]=[CH:11][CH:12]=2)[O:4][N:3]=1.[CH3:16][C:17]1[CH:22]=[C:21]([CH3:23])[N:20]=[C:19]([N:24]2[CH2:31][CH:30]3[CH:26]([CH2:27][NH:28][CH2:29]3)[CH2:25]2)[N:18]=1.CCN=C=NCCCN(C)C.Cl.C1C=CC2N(O)N=NC=2C=1, predict the reaction product. The product is: [NH3:3].[CH3:16][C:17]1[CH:22]=[C:21]([CH3:23])[N:20]=[C:19]([N:24]2[CH2:31][CH:30]3[CH:26]([CH2:27][N:28]([C:13]([C:8]4[C:7]([C:5]5[O:4][N:3]=[C:2]([CH3:1])[N:6]=5)=[CH:12][CH:11]=[CH:10][N:9]=4)=[O:15])[CH2:29]3)[CH2:25]2)[N:18]=1.